Dataset: Full USPTO retrosynthesis dataset with 1.9M reactions from patents (1976-2016). Task: Predict the reactants needed to synthesize the given product. (1) Given the product [ClH:48].[CH2:19]([O:18][C:16]([CH:9]1[C:10]2=[CH:15][CH2:14][CH2:13][CH:11]2[CH2:12][NH:8]1)=[O:17])[CH3:20].[C:19]([O:23][C:24]([N:26]1[CH2:30][C@@H:29]2[CH2:31][CH2:32][CH2:33][C@@H:28]2[C@H:27]1[C:34]([O-:36])=[O:35])=[O:25])([CH3:22])([CH3:20])[CH3:21].[C@@H:37]1([NH3+:47])[C:46]2[C:41](=[CH:42][CH:43]=[CH:44][CH:45]=2)[CH2:40][CH2:39][CH2:38]1, predict the reactants needed to synthesize it. The reactants are: C(OC([N:8]1[CH2:12][CH:11]2[CH2:13][CH2:14][CH2:15][CH:10]2[CH:9]1[C:16]([OH:18])=[O:17])=O)(C)(C)C.[C:19]([O:23][C:24]([N:26]1[CH2:30][C@@H:29]2[CH2:31][CH2:32][CH2:33][C@@H:28]2[C@H:27]1[C:34]([O-:36])=[O:35])=[O:25])([CH3:22])([CH3:21])[CH3:20].[C@@H:37]1([NH3+:47])[C:46]2[C:41](=[CH:42][CH:43]=[CH:44][CH:45]=2)[CH2:40][CH2:39][CH2:38]1.[ClH:48]. (2) Given the product [Cl:1][C:2]1[CH:7]=[CH:6][C:5]([CH:8]([C:26]2[CH:27]=[CH:28][C:29]([Cl:32])=[CH:30][CH:31]=2)[C:9]2[CH:10]=[C:11]3[C:16](=[CH:17][CH:18]=2)[N:15]=[CH:14][N:13]=[C:12]3[NH:19][CH:20]2[CH2:21][CH2:22][N:23]([S:37]([C:40]3[S:44][C:43]([C:45]([O:47][CH3:48])=[O:46])=[CH:42][CH:41]=3)(=[O:38])=[O:39])[CH2:24][CH2:25]2)=[CH:4][CH:3]=1, predict the reactants needed to synthesize it. The reactants are: [Cl:1][C:2]1[CH:7]=[CH:6][C:5]([CH:8]([C:26]2[CH:31]=[CH:30][C:29]([Cl:32])=[CH:28][CH:27]=2)[C:9]2[CH:10]=[C:11]3[C:16](=[CH:17][CH:18]=2)[N:15]=[CH:14][N:13]=[C:12]3[NH:19][CH:20]2[CH2:25][CH2:24][NH:23][CH2:22][CH2:21]2)=[CH:4][CH:3]=1.ClCCl.Cl[S:37]([C:40]1[S:44][C:43]([C:45]([O:47][CH3:48])=[O:46])=[CH:42][CH:41]=1)(=[O:39])=[O:38]. (3) Given the product [CH2:20]([O:27][C:28]([N:30]1[CH2:35][CH2:34][N:33]([CH2:2][C:3]2[CH:8]=[CH:7][C:6]([NH:9][C:10](=[O:15])[C:11]([F:14])([F:13])[F:12])=[CH:5][C:4]=2[C:16]([F:19])([F:18])[F:17])[CH2:32][CH2:31]1)=[O:29])[C:21]1[CH:26]=[CH:25][CH:24]=[CH:23][CH:22]=1, predict the reactants needed to synthesize it. The reactants are: Br[CH2:2][C:3]1[CH:8]=[CH:7][C:6]([NH:9][C:10](=[O:15])[C:11]([F:14])([F:13])[F:12])=[CH:5][C:4]=1[C:16]([F:19])([F:18])[F:17].[CH2:20]([O:27][C:28]([N:30]1[CH2:35][CH2:34][NH:33][CH2:32][CH2:31]1)=[O:29])[C:21]1[CH:26]=[CH:25][CH:24]=[CH:23][CH:22]=1. (4) Given the product [CH3:20][N:18]1[CH:19]=[C:15]([N:14]2[C:5]3[C:4]4[CH:3]=[C:2]([C:32]5[CH:33]=[N:34][C:26]6[N:25]([CH3:24])[CH2:30][CH2:29][O:28][C:27]=6[CH:31]=5)[CH:11]=[CH:10][C:9]=4[N:8]=[CH:7][C:6]=3[N:12]([CH3:23])[C:13]2=[O:22])[C:16]([CH3:21])=[N:17]1, predict the reactants needed to synthesize it. The reactants are: Br[C:2]1[CH:11]=[CH:10][C:9]2[N:8]=[CH:7][C:6]3[N:12]([CH3:23])[C:13](=[O:22])[N:14]([C:15]4[C:16]([CH3:21])=[N:17][N:18]([CH3:20])[CH:19]=4)[C:5]=3[C:4]=2[CH:3]=1.[CH3:24][N:25]1[CH2:30][CH2:29][O:28][C:27]2[CH:31]=[C:32](B3OC(C)(C)C(C)(C)O3)[CH:33]=[N:34][C:26]1=2. (5) Given the product [CH3:3][C:4]1[S:8][CH:7]=[C:6](/[CH:9]=[CH:10]/[C@H:12]2[O:29][C:27](=[O:28])[CH2:26][C@H:25]([OH:30])[C:24]([CH3:32])([CH3:31])[C:22](=[O:23])[C@H:21]([CH3:33])[C@@H:20]([OH:34])[C@@H:19]([CH3:35])[CH2:18][CH2:17][CH2:16][CH:15]=[CH:14][CH2:13]2)[N:5]=1, predict the reactants needed to synthesize it. The reactants are: [K+].[Br-].[CH3:3][C:4]1[S:8][CH:7]=[C:6](/[CH:9]=[C:10](/[C@H:12]2[O:29][C:27](=[O:28])[CH2:26][C@H:25]([OH:30])[C:24]([CH3:32])([CH3:31])[C:22](=[O:23])[C@H:21]([CH3:33])[C@@H:20]([OH:34])[CH2:19][CH2:18][CH2:17][CH2:16][CH:15]=[CH:14][CH2:13]2)\C)[N:5]=1.[CH3:35]C1OC=C(/C=C(/[C@H]2OC(=O)C[C@H](O)C(C)(C)C(=O)[C@H](C)[C@@H](O)[C@@H](C)CCC[C@H]3O[C@H]3C2)\C)N=1.CC1SC=C(/C=C(/[C@H]2OC(=O)C[C@H](O)[C@H](C)C(=O)[C@H](C)[C@@H](O)[C@@H](C)CCCC=CC2)\C)N=1.